Dataset: Forward reaction prediction with 1.9M reactions from USPTO patents (1976-2016). Task: Predict the product of the given reaction. (1) Given the reactants [C:1]([Si:5]([CH3:31])([CH3:30])[O:6][CH2:7][CH:8]([CH:17]1[CH:21]([C:22]2[CH:27]=[CH:26][C:25]([Cl:28])=[C:24]([Cl:29])[CH:23]=2)[CH2:20][NH:19][CH2:18]1)[O:9][C:10]1[CH:15]=[CH:14][C:13]([Cl:16])=[CH:12][N:11]=1)([CH3:4])([CH3:3])[CH3:2].CCN(C(C)C)C(C)C.CN(C(O[N:49]1N=N[C:51]2[CH:52]=[CH:53][CH:54]=[N:55][C:50]1=2)=[N+](C)C)C.F[P-](F)(F)(F)(F)F.CN([CH:68]=[O:69])C, predict the reaction product. The product is: [C:1]([Si:5]([CH3:31])([CH3:30])[O:6][CH2:7][CH:8]([CH:17]1[CH:21]([C:22]2[CH:27]=[CH:26][C:25]([Cl:28])=[C:24]([Cl:29])[CH:23]=2)[CH2:20][N:19]([C:68]([C:53]2[CH:54]=[N:55][C:50]([CH3:51])=[N:49][CH:52]=2)=[O:69])[CH2:18]1)[O:9][C:10]1[CH:15]=[CH:14][C:13]([Cl:16])=[CH:12][N:11]=1)([CH3:4])([CH3:3])[CH3:2]. (2) Given the reactants [C:1]([O:5][C:6]([N:8]([C:16]1[CH:21]=[N:20][CH:19]=[CH:18][N:17]=1)C(OC(C)(C)C)=O)=[O:7])([CH3:4])([CH3:3])[CH3:2].[OH-].[Na+].O.C(=O)=O, predict the reaction product. The product is: [C:1]([O:5][C:6]([NH:8][C:16]1[CH:21]=[N:20][CH:19]=[CH:18][N:17]=1)=[O:7])([CH3:4])([CH3:2])[CH3:3]. (3) Given the reactants [N:1]1([C:6]2[CH:11]=[CH:10][C:9]([C:12]3[N:16]([C:17]4[CH:22]=[CH:21][C:20]([C:23]#[N:24])=[CH:19][C:18]=4[CH3:25])[C:15]([CH2:26][CH2:27][C:28]([O:30][CH2:31][CH3:32])=[O:29])=[CH:14][CH:13]=3)=[CH:8][CH:7]=2)[CH:5]=[CH:4][N:3]=[CH:2]1.[BH4-].[Na+].Cl, predict the reaction product. The product is: [N:1]1([C:6]2[CH:7]=[CH:8][C:9]([C:12]3[N:16]([C:17]4[CH:22]=[CH:21][C:20]([CH2:23][NH2:24])=[CH:19][C:18]=4[CH3:25])[C:15]([CH2:26][CH2:27][C:28]([O:30][CH2:31][CH3:32])=[O:29])=[CH:14][CH:13]=3)=[CH:10][CH:11]=2)[CH:5]=[CH:4][N:3]=[CH:2]1. (4) Given the reactants [Cl:1][C:2]1[CH:7]=[C:6]([N+:8]([O-])=O)[C:5]([OH:11])=[C:4]([CH3:12])[CH:3]=1.[Cl-].[NH4+].C(O)C.O, predict the reaction product. The product is: [NH2:8][C:6]1[CH:7]=[C:2]([Cl:1])[CH:3]=[C:4]([CH3:12])[C:5]=1[OH:11]. (5) Given the reactants Cl[C:2]1[C:3]2[C:4](=[CH:13][N:14](CC3C=CC(OC)=CC=3)[N:15]=2)[N:5]=[C:6]([C:8]2[S:9][CH:10]=[CH:11][CH:12]=2)[N:7]=1.[N:25]1[N:26]([C:30]2[CH:36]=[CH:35][C:33]([NH2:34])=[CH:32][CH:31]=2)[N:27]=[CH:28][CH:29]=1.Cl, predict the reaction product. The product is: [N:25]1[N:26]([C:30]2[CH:31]=[CH:32][C:33]([NH:34][C:2]3[C:3]4[NH:15][N:14]=[CH:13][C:4]=4[N:5]=[C:6]([C:8]4[S:9][CH:10]=[CH:11][CH:12]=4)[N:7]=3)=[CH:35][CH:36]=2)[N:27]=[CH:28][CH:29]=1.